From a dataset of Catalyst prediction with 721,799 reactions and 888 catalyst types from USPTO. Predict which catalyst facilitates the given reaction. (1) Reactant: [CH3:1][C:2]1[CH:10]=[CH:9][C:5]([C:6]([OH:8])=O)=[CH:4][CH:3]=1.C(C1NC=CN=1)(C1NC=CN=1)=O.[NH2:23][C:24]1[S:28][C:27]([C:29]2[CH:34]=[CH:33][N:32]=[CH:31][CH:30]=2)=[N:26][C:25]=1[C:35]([NH2:37])=[O:36]. Product: [CH3:1][C:2]1[CH:3]=[CH:4][C:5]([C:6]([NH:23][C:24]2[S:28][C:27]([C:29]3[CH:34]=[CH:33][N:32]=[CH:31][CH:30]=3)=[N:26][C:25]=2[C:35]([NH2:37])=[O:36])=[O:8])=[CH:9][CH:10]=1. The catalyst class is: 3. (2) Reactant: C(N=C=NC(C)C)(C)C.[F:10][C:11]([F:20])([F:19])[C:12]1[CH:17]=[CH:16][C:15]([SH:18])=[CH:14][CH:13]=1.[CH2:21]([O:28][C:29](=[O:44])[C@@H:30]([NH:36][C:37]([O:39][C:40]([CH3:43])([CH3:42])[CH3:41])=[O:38])[CH2:31][CH2:32][C:33](O)=[O:34])[C:22]1[CH:27]=[CH:26][CH:25]=[CH:24][CH:23]=1. Product: [C:40]([O:39][C:37]([NH:36][C@@H:30]([CH2:31][CH2:32][C:33](=[O:34])[S:18][C:15]1[CH:14]=[CH:13][C:12]([C:11]([F:10])([F:19])[F:20])=[CH:17][CH:16]=1)[C:29]([O:28][CH2:21][C:22]1[CH:23]=[CH:24][CH:25]=[CH:26][CH:27]=1)=[O:44])=[O:38])([CH3:43])([CH3:42])[CH3:41]. The catalyst class is: 4.